This data is from Full USPTO retrosynthesis dataset with 1.9M reactions from patents (1976-2016). The task is: Predict the reactants needed to synthesize the given product. (1) Given the product [Cl:42][C:36]1[CH:37]=[C:38]([F:41])[CH:39]=[CH:40][C:35]=1[N:20]([CH2:19][O:18][C:16]([N:1]1[CH2:5][CH2:4][CH2:3][C@@H:2]1[C:6]([OH:8])=[O:7])=[O:17])[S:21]([CH:24]1[CH2:29][CH2:28][CH2:27][CH:26]=[C:25]1[C:30]([O:32][CH2:33][CH3:34])=[O:31])(=[O:22])=[O:23], predict the reactants needed to synthesize it. The reactants are: [N:1]1([C:16]([O:18][CH2:19][N:20]([C:35]2[CH:40]=[CH:39][C:38]([F:41])=[CH:37][C:36]=2[Cl:42])[S:21]([CH:24]2[CH2:29][CH2:28][CH2:27][CH:26]=[C:25]2[C:30]([O:32][CH2:33][CH3:34])=[O:31])(=[O:23])=[O:22])=[O:17])[CH2:5][CH2:4][CH2:3][C@@H:2]1[C:6]([O:8]CC1C=CC=CC=1)=[O:7]. (2) Given the product [CH3:14][S:15]([NH:1][C:2]1[CH:3]=[C:4]([CH:11]=[CH:12][N:13]=1)[C:5]([N:7]([O:9][CH3:10])[CH3:8])=[O:6])(=[O:17])=[O:16], predict the reactants needed to synthesize it. The reactants are: [NH2:1][C:2]1[CH:3]=[C:4]([CH:11]=[CH:12][N:13]=1)[C:5]([N:7]([O:9][CH3:10])[CH3:8])=[O:6].[CH3:14][S:15](Cl)(=[O:17])=[O:16]. (3) The reactants are: S(=O)(=O)(O)O.[N+:6]([O-:9])(O)=[O:7].[Br:10][C:11]1[CH:20]=[C:19]2[C:14]([C:15](=[O:21])[NH:16][CH:17]=[N:18]2)=[CH:13][CH:12]=1. Given the product [Br:10][C:11]1[CH:20]=[C:19]2[C:14]([C:15](=[O:21])[NH:16][CH:17]=[N:18]2)=[CH:13][C:12]=1[N+:6]([O-:9])=[O:7], predict the reactants needed to synthesize it.